From a dataset of Experimentally validated miRNA-target interactions with 360,000+ pairs, plus equal number of negative samples. Binary Classification. Given a miRNA mature sequence and a target amino acid sequence, predict their likelihood of interaction. (1) The miRNA is mmu-miR-7000-3p with sequence CACCCACCUGCCUGUCCUCCAG. The protein sequence of the target gene is MSYYGSSYHIINADAKYPGYPPEHIIAEKRRARRRLLHKDGSCNVYFKHIFGEWGSYVVDIFTTLVDTKWRHMFVIFSLSYILSWLIFGSVFWLIAFHHGDLLNDPDITPCVDNVHSFTGAFLFSLETQTTIGYGYRCVTEECSVAVLMVILQSILSCIINTFIIGAALAKMATARKRAQTIRFSYFALIGMRDGKLCLMWRIGDFRPNHVVEGTVRAQLLRYTEDSEGRMTMAFKDLKLVNDQIILVTPVTIVHEIDHESPLYALDRKAVAKDNFEILVTFIYTGDSTGTSHQSRSSYV.... Result: 0 (no interaction). (2) The miRNA is mmu-miR-551b-3p with sequence GCGACCCAUACUUGGUUUCAG. The protein sequence of the target gene is MARLLQASCLLSLLLAGFVSQSRGQEKSKMDCHGGISGTIYEYGALTIDGEEYIPFKQYAGKYVLFVNVASYUGLTGQYIELNALQEELAPFGLVILGFPCNQFGKQEPGENSEILPTLKYVRPGGGFVPNFQLFEKGDVNGEKEQKFYTFLKNSCPPTSELLGTSDRLFWEPMKVHDIRWNFEKFLVGPDGIPIMRWHHRTTVSNVKMDILSYMRRQAALGVKRK. Result: 0 (no interaction). (3) The miRNA is mmu-miR-129-5p with sequence CUUUUUGCGGUCUGGGCUUGC. The protein sequence of the target gene is MHAALAGPLLAALLATARARPQPPDGGQCRPPGSQRDLNSFLWTIRRHPPAYLFGTIHVPYTRVWDFIPDNSKAAFQASTHVYFELDLTDPYTISALASCQLLPHGENLQDVLPRELYWRLKRHLDYVKLMIPSWMTPAQRGKGLYADYLFNAIAGNWERKRPVWVMLMVNSLTETDVRSRGVPVLDLYLAQQAEKMKKSTGAVERVEEQCHPLNGLNFSQVLFALNQTLLQHESVRAGSLQAPYTTEDLIKHYNCGDLNAVIFNHDTSQLPNFINTTLPPHEQVTAQEIDSYFRQELIY.... Result: 1 (interaction). (4) The miRNA is hsa-miR-518f-5p with sequence CUCUAGAGGGAAGCACUUUCUC. The protein sequence of the target gene is MAKRTKKVGIVGKYGTRYGASLRKMVKKIEISQHAKYTCSFCGKTKMKRRAVGIWHCGSCMKTVAGGAWTYNTTSAVTVKSAIRRLKELKDQ. Result: 0 (no interaction). (5) The miRNA is mmu-miR-100-3p with sequence ACAAGCUUGUGUCUAUAGGUAU. The protein sequence of the target gene is MPEFLEDPSVLTKDKLKSELVANNVTLPAGEQRKDVYVQLYLQHLTARNRPPLAAGANSKGPPDFSSDEEREPTPVLGSGASVGRGRGAVGRKATKKTDKPRLEDKDDLDVTELSNEELLDQLVRYGVNPGPIVGTTRKLYEKKLLKLREQGTESRSSTPLPTVSSSAENTRQNGSNDSDRYSDNDEGKKKEHKKVKSARDCVPFSELASTPSGAFFQGISFPEISTRPPLGRTELQAAKKVQTTKRDPPRETCTDTALPGKGQTHKLAPGRSLFIPSESSYDRCVEKSSSPSSQREFAA.... Result: 0 (no interaction). (6) The miRNA is hsa-miR-3908 with sequence GAGCAAUGUAGGUAGACUGUUU. The protein sequence of the target gene is MNLASQSGEAGAGQLLFANFNQDNTEVKGASRAAGLGRRAVVWSLAVGSKSGYKFFSLSSVDKLEQIYECTDTEDVCIVERLFSSSLVAIVSLKAPRKLKVCHFKKGTEICNYSYSNTILAVKLNRQRLIVCLEESLYIHNIRDMKVLHTIRETPPNPAGLCALSINNDNCYLAYPGSATIGEVQVFDTINLRAANMIPAHDSPLAALAFDASGTKLATASEKGTVIRVFSIPEGQKLFEFRRGVKRCVSICSLAFSMDGMFLSASSNTETVHIFKLETVKEKPPEEPTTWTGYFGKVLM.... Result: 1 (interaction).